Dataset: Full USPTO retrosynthesis dataset with 1.9M reactions from patents (1976-2016). Task: Predict the reactants needed to synthesize the given product. Given the product [Br:8][C:5]1[CH:6]=[CH:7][C:2]([C:13]2[CH:12]=[CH:11][C:10]([F:9])=[CH:15][C:14]=2[F:16])=[N:3][CH:4]=1, predict the reactants needed to synthesize it. The reactants are: Br[C:2]1[CH:7]=[CH:6][C:5]([Br:8])=[CH:4][N:3]=1.[F:9][C:10]1[CH:15]=[C:14]([F:16])[CH:13]=[CH:12][C:11]=1B(O)O.C(=O)([O-])[O-].[Na+].[Na+].